Task: Regression. Given two drug SMILES strings and cell line genomic features, predict the synergy score measuring deviation from expected non-interaction effect.. Dataset: NCI-60 drug combinations with 297,098 pairs across 59 cell lines (1) Drug 1: CCC1(CC2CC(C3=C(CCN(C2)C1)C4=CC=CC=C4N3)(C5=C(C=C6C(=C5)C78CCN9C7C(C=CC9)(C(C(C8N6C)(C(=O)OC)O)OC(=O)C)CC)OC)C(=O)OC)O.OS(=O)(=O)O. Drug 2: C1CC(=O)NC(=O)C1N2C(=O)C3=CC=CC=C3C2=O. Cell line: NCI-H460. Synergy scores: CSS=7.94, Synergy_ZIP=-3.75, Synergy_Bliss=-1.95, Synergy_Loewe=-19.7, Synergy_HSA=-2.62. (2) Drug 2: C1C(C(OC1N2C=NC3=C2NC=NCC3O)CO)O. Drug 1: C1=NC2=C(N=C(N=C2N1C3C(C(C(O3)CO)O)F)Cl)N. Synergy scores: CSS=7.10, Synergy_ZIP=2.57, Synergy_Bliss=5.77, Synergy_Loewe=9.60, Synergy_HSA=5.76. Cell line: OVCAR3.